This data is from HIV replication inhibition screening data with 41,000+ compounds from the AIDS Antiviral Screen. The task is: Binary Classification. Given a drug SMILES string, predict its activity (active/inactive) in a high-throughput screening assay against a specified biological target. (1) The molecule is Cl.O=C(Nc1ccccc1)c1cc2cc(O)c(O)cc2cn1. The result is 0 (inactive). (2) The drug is CC[Sn]1(CC)OC(=O)O[Sn](CC)(CC)O1. The result is 0 (inactive). (3) The compound is Cl.O=[N+]([O-])c1nccn1CCCNCCCn1ccnc1[N+](=O)[O-]. The result is 0 (inactive). (4) The drug is O=C1NC(=O)C(=CNC(=S)NN=C2C(=O)Nc3ccccc32)C(=O)N1. The result is 0 (inactive). (5) The drug is CCOc1cc(NCCCN)c2nc(OCc3ccccc3)ccc2c1. The result is 0 (inactive). (6) The molecule is COc1cc(CC2c3cc(OC)c(OC)cc3CCN2C)c(C(=O)O)cc1OC. The result is 0 (inactive). (7) The compound is NC1=NC(c2ccccc2)=CC=C(c2ccccc2)N=N1. The result is 0 (inactive). (8) The compound is O=C1OC(c2cccc3c(F)cccc23)c2ccccc21. The result is 0 (inactive). (9) The molecule is O=C(O)c1cc2cccc(S(=O)(=O)O)c2cc1O. The result is 0 (inactive).